This data is from Catalyst prediction with 721,799 reactions and 888 catalyst types from USPTO. The task is: Predict which catalyst facilitates the given reaction. (1) Reactant: C([N:8]1[CH2:21][CH2:20][C:19]2[C:18]3[CH:17]=[C:16]([S:22]([C:25]4[CH:30]=[CH:29][CH:28]=[CH:27][CH:26]=4)(=[O:24])=[O:23])[CH:15]=[CH:14][C:13]=3[NH:12][C:11]=2[CH2:10][CH2:9]1)C1C=CC=CC=1. Product: [C:25]1([S:22]([C:16]2[CH:15]=[CH:14][C:13]3[NH:12][C:11]4[CH2:10][CH2:9][NH:8][CH2:21][CH2:20][C:19]=4[C:18]=3[CH:17]=2)(=[O:24])=[O:23])[CH:30]=[CH:29][CH:28]=[CH:27][CH:26]=1. The catalyst class is: 293. (2) Product: [CH3:1][O:2][C:3]([C:5]1[CH:26]=[CH:25][C:8]2[N:9]=[C:10]([C:12]([C:15]3[CH:20]=[CH:19][C:18]([O:21][CH2:28][C:29](=[O:34])[C:30]([CH3:33])([CH3:32])[CH3:31])=[C:17]([CH3:22])[CH:16]=3)([CH2:13][CH3:14])[CH2:23][CH3:24])[O:11][C:7]=2[CH:6]=1)=[O:4]. The catalyst class is: 21. Reactant: [CH3:1][O:2][C:3]([C:5]1[CH:26]=[CH:25][C:8]2[N:9]=[C:10]([C:12]([CH2:23][CH3:24])([C:15]3[CH:20]=[CH:19][C:18]([OH:21])=[C:17]([CH3:22])[CH:16]=3)[CH2:13][CH3:14])[O:11][C:7]=2[CH:6]=1)=[O:4].Br[CH2:28][C:29](=[O:34])[C:30]([CH3:33])([CH3:32])[CH3:31].C([O-])([O-])=O.[K+].[K+]. (3) Reactant: [CH3:1][C:2]([CH3:14])([S:4]([NH:6][C:7]([CH3:13])([CH3:12])[C:8](=[N:10][OH:11])[NH2:9])=[O:5])[CH3:3].[CH2:15](OC(OCC)OCC)C. Product: [O:11]1[CH:15]=[N:9][C:8]([C:7]([NH:6][S:4]([C:2]([CH3:14])([CH3:1])[CH3:3])=[O:5])([CH3:13])[CH3:12])=[N:10]1. The catalyst class is: 52. (4) The catalyst class is: 161. Reactant: [CH2:1]([C:8]1[CH:13]=[CH:12][N:11]=[CH:10][CH:9]=1)[C:2]1[CH:7]=[CH:6][CH:5]=[CH:4][CH:3]=1.[NH2-:14].[Na+].CC1C=CC(C(C)C)=CC=1.Cl. Product: [CH2:1]([C:8]1[CH:13]=[CH:12][N:11]=[C:10]([NH2:14])[CH:9]=1)[C:2]1[CH:3]=[CH:4][CH:5]=[CH:6][CH:7]=1. (5) Reactant: F[C:2]1[CH:7]=[CH:6][C:5]([S:8]([NH2:11])(=[O:10])=[O:9])=[CH:4][C:3]=1[N+:12]([O-:14])=[O:13].Cl.[NH2:16][CH2:17][C@H:18]1[CH2:23][CH2:22][C@H:21]([C:24]([O:26][CH3:27])=[O:25])[CH2:20][CH2:19]1.C(N(CC)C(C)C)(C)C. Product: [N+:12]([C:3]1[CH:4]=[C:5]([S:8](=[O:10])(=[O:9])[NH2:11])[CH:6]=[CH:7][C:2]=1[NH:16][CH2:17][C@H:18]1[CH2:19][CH2:20][C@H:21]([C:24]([O:26][CH3:27])=[O:25])[CH2:22][CH2:23]1)([O-:14])=[O:13]. The catalyst class is: 7. (6) Reactant: [CH3:1][O:2][C:3](=[O:19])[CH:4]([C:12]1[CH:17]=[CH:16][C:15]([Cl:18])=[CH:14][CH:13]=1)[C:5]1[CH:10]=[CH:9][C:8]([Cl:11])=[CH:7][CH:6]=1.[Li+].[CH3:21]C([N-]C(C)C)C.IC. Product: [CH3:1][O:2][C:3](=[O:19])[C:4]([C:12]1[CH:17]=[CH:16][C:15]([Cl:18])=[CH:14][CH:13]=1)([C:5]1[CH:6]=[CH:7][C:8]([Cl:11])=[CH:9][CH:10]=1)[CH3:21]. The catalyst class is: 1.